From a dataset of Forward reaction prediction with 1.9M reactions from USPTO patents (1976-2016). Predict the product of the given reaction. (1) Given the reactants [C:1]([C:5]1[O:9][C:8]([C:10]2[C:11]([NH2:29])=[N:12][CH:13]=[C:14]([C:16]3[N:20]([CH2:21][CH3:22])[N:19]=[C:18]([CH:23]4[CH2:28][CH2:27][NH:26][CH2:25][CH2:24]4)[N:17]=3)[N:15]=2)=[N:7][N:6]=1)([CH3:4])([CH3:3])[CH3:2].CC1(C)[O:35][C@@H:34]([C:36]([O-])=[O:37])[CH2:33][O:32]1.[K+], predict the reaction product. The product is: [NH2:29][C:11]1[N:12]=[CH:13][C:14]([C:16]2[N:20]([CH2:21][CH3:22])[N:19]=[C:18]([CH:23]3[CH2:28][CH2:27][N:26]([C:33](=[O:32])[C@H:34]([OH:35])[CH2:36][OH:37])[CH2:25][CH2:24]3)[N:17]=2)=[N:15][C:10]=1[C:8]1[O:9][C:5]([C:1]([CH3:2])([CH3:3])[CH3:4])=[N:6][N:7]=1. (2) The product is: [CH3:44][O:1][CH2:2][CH2:3][CH2:4][CH2:5][CH2:6][N:7]1[C:11]2[CH:12]=[CH:13][CH:14]=[CH:15][C:10]=2[N:9]=[C:8]1[C:16]([N:18]([CH2:40][CH:41]([CH3:43])[CH3:42])[C@H:19]1[CH2:24][C@@H:23]([C:25]([N:27]2[CH2:32][CH2:31][O:30][CH2:29][CH2:28]2)=[O:26])[CH2:22][N:21]([C:33]([O:35][C:36]([CH3:37])([CH3:38])[CH3:39])=[O:34])[CH2:20]1)=[O:17]. Given the reactants [OH:1][CH2:2][CH2:3][CH2:4][CH2:5][CH2:6][N:7]1[C:11]2[CH:12]=[CH:13][CH:14]=[CH:15][C:10]=2[N:9]=[C:8]1[C:16]([N:18]([CH2:40][CH:41]([CH3:43])[CH3:42])[C@H:19]1[CH2:24][C@@H:23]([C:25]([N:27]2[CH2:32][CH2:31][O:30][CH2:29][CH2:28]2)=[O:26])[CH2:22][N:21]([C:33]([O:35][C:36]([CH3:39])([CH3:38])[CH3:37])=[O:34])[CH2:20]1)=[O:17].[CH2:44](N(CC)CC)C.CS(Cl)(=O)=O.C(=O)(O)[O-].[Na+], predict the reaction product. (3) Given the reactants [Cl:1][C:2]1[CH:7]=[C:6]([Cl:8])[CH:5]=[CH:4][C:3]=1[C:9]1[N:10]=[C:11](/[CH:22]=[CH:23]/[C:24]2[CH:29]=[CH:28][C:27]([C:30]([F:33])([F:32])[F:31])=[CH:26][C:25]=2[F:34])[N:12]([CH2:14][C:15]2[CH:20]=[CH:19][C:18]([NH2:21])=[CH:17][CH:16]=2)[CH:13]=1.Br[CH2:36][C:37]([O:39][CH3:40])=[O:38], predict the reaction product. The product is: [CH3:40][O:39][C:37](=[O:38])[CH2:36][NH:21][C:18]1[CH:17]=[CH:16][C:15]([CH2:14][N:12]2[CH:13]=[C:9]([C:3]3[CH:4]=[CH:5][C:6]([Cl:8])=[CH:7][C:2]=3[Cl:1])[N:10]=[C:11]2/[CH:22]=[CH:23]/[C:24]2[CH:29]=[CH:28][C:27]([C:30]([F:32])([F:31])[F:33])=[CH:26][C:25]=2[F:34])=[CH:20][CH:19]=1. (4) Given the reactants [C@@H:1]1([N:10]2[CH:17]=[CH:16][C:14](=[O:15])[NH:13][C:11]2=[O:12])[O:9][C@H:6]([CH2:7][OH:8])[C@@H:4]([OH:5])[C@H:2]1[OH:3].[N+](=[CH2:20])=[N-], predict the reaction product. The product is: [CH3:20][O:3][C@@H:2]1[C@H:4]([OH:5])[C@@H:6]([CH2:7][OH:8])[O:9][C@H:1]1[N:10]1[CH:17]=[CH:16][C:14](=[O:15])[NH:13][C:11]1=[O:12]. (5) Given the reactants Br[C:2]1[CH:7]=[CH:6][C:5]([N+:8]([O-:10])=[O:9])=[CH:4][N:3]=1.[CH3:11][NH2:12], predict the reaction product. The product is: [CH3:11][NH:12][C:2]1[CH:7]=[CH:6][C:5]([N+:8]([O-:10])=[O:9])=[CH:4][N:3]=1. (6) Given the reactants C(=O)([O-])[O-].[K+].[K+].Br[C:8]1[C:9]([CH:14]=[O:15])=[N:10][N:11]([CH3:13])[CH:12]=1.[F:16][C:17]1[C:22]([F:23])=[C:21]([F:24])[CH:20]=[CH:19][C:18]=1B(O)O.C(=O)([O-])O.[Na+], predict the reaction product. The product is: [CH3:13][N:11]1[CH:12]=[C:8]([C:20]2[CH:19]=[CH:18][C:17]([F:16])=[C:22]([F:23])[C:21]=2[F:24])[C:9]([CH:14]=[O:15])=[N:10]1. (7) Given the reactants [CH3:1][O:2][C:3]1[C:4]2[S:20][CH:19]=[CH:18][C:5]=2[C:6]2[CH:7]=[C:8]([O:16][CH3:17])[C:9]3[S:15][CH:14]=[CH:13][C:10]=3[C:11]=2[CH:12]=1.[C:21]1([CH3:31])[CH:26]=[CH:25][C:24](S(O)(=O)=O)=[CH:23][CH:22]=1.[CH2:32]([CH:36]([CH2:39][CH2:40][CH2:41][CH2:42][CH2:43][CH3:44])CO)[CH2:33][CH2:34][CH3:35].[CH3:45][CH2:46][CH2:47][CH2:48]CC, predict the reaction product. The product is: [CH2:45]([CH:22]([CH2:23][CH2:24][CH2:25][CH2:26][CH2:21][CH3:31])[CH2:17][O:16][C:8]1[C:9]2[S:15][CH:14]=[CH:13][C:10]=2[C:11]2[CH:12]=[C:3]([O:2][CH2:1][CH:36]([CH2:32][CH2:33][CH2:34][CH3:35])[CH2:39][CH2:40][CH2:41][CH2:42][CH2:43][CH3:44])[C:4]3[S:20][CH:19]=[CH:18][C:5]=3[C:6]=2[CH:7]=1)[CH2:46][CH2:47][CH3:48].